From a dataset of Reaction yield outcomes from USPTO patents with 853,638 reactions. Predict the reaction yield, written as a fraction of the theoretical maximum amount of product (1.0 means a 100% yield; for example, 0.34 means a 34% yield). The reactants are [Br:1][C:2]1[CH:3]=[C:4]([NH2:10])[C:5]([O:8][CH3:9])=[N:6][CH:7]=1.[F:11][C:12]1[CH:17]=[C:16]([F:18])[CH:15]=[CH:14][C:13]=1[S:19](Cl)(=[O:21])=[O:20]. The catalyst is N1C=CC=CC=1. The product is [Br:1][C:2]1[CH:3]=[C:4]([NH:10][S:19]([C:13]2[CH:14]=[CH:15][C:16]([F:18])=[CH:17][C:12]=2[F:11])(=[O:21])=[O:20])[C:5]([O:8][CH3:9])=[N:6][CH:7]=1. The yield is 0.317.